This data is from Full USPTO retrosynthesis dataset with 1.9M reactions from patents (1976-2016). The task is: Predict the reactants needed to synthesize the given product. (1) Given the product [CH2:32]([O:34][C:35](=[O:40])[C:36]([O:30][C:26]1[CH:25]=[C:24]([Cl:31])[C:23]([O:22][C:21]2[CH:20]=[CH:19][N:18]=[CH:17][C:16]=2[C:14]([N:7]2[C:8]3[C:13](=[CH:12][CH:11]=[CH:10][CH:9]=3)[N:4]([CH:1]3[CH2:2][CH2:3]3)[CH2:5][CH2:6]2)=[O:15])=[CH:28][C:27]=1[Cl:29])([CH3:38])[CH3:37])[CH3:33], predict the reactants needed to synthesize it. The reactants are: [CH:1]1([N:4]2[C:13]3[C:8](=[CH:9][CH:10]=[CH:11][CH:12]=3)[N:7]([C:14]([C:16]3[CH:17]=[N:18][CH:19]=[CH:20][C:21]=3[O:22][C:23]3[CH:28]=[C:27]([Cl:29])[C:26]([OH:30])=[CH:25][C:24]=3[Cl:31])=[O:15])[CH2:6][CH2:5]2)[CH2:3][CH2:2]1.[CH2:32]([O:34][C:35](=[O:40])[C:36](Br)([CH3:38])[CH3:37])[CH3:33]. (2) The reactants are: [Br:1][C:2]1[CH:7]=[C:6]([F:8])[CH:5]=[CH:4][C:3]=1[CH:9]1[C:14]([C:15]([O:17][CH2:18][CH3:19])=[O:16])=[C:13]([CH2:20]Br)[NH:12][C:11]([C:22]2[S:23][C:24]([C:27]([F:30])([F:29])[F:28])=[CH:25][N:26]=2)=[N:10]1.[NH:31]1[CH2:36][CH2:35][O:34][CH2:33][CH:32]1[C:37]([OH:39])=[O:38]. Given the product [Br:1][C:2]1[CH:7]=[C:6]([F:8])[CH:5]=[CH:4][C:3]=1[CH:9]1[N:10]=[C:11]([C:22]2[S:23][C:24]([C:27]([F:30])([F:28])[F:29])=[CH:25][N:26]=2)[NH:12][C:13]([CH2:20][N:31]2[CH2:36][CH2:35][O:34][CH2:33][CH:32]2[C:37]([OH:39])=[O:38])=[C:14]1[C:15]([O:17][CH2:18][CH3:19])=[O:16], predict the reactants needed to synthesize it. (3) The reactants are: [OH:1][C:2]1[CH:7]=[CH:6][C:5]([N:8]2[C:12]([CH3:13])=[CH:11][CH:10]=[C:9]2[CH3:14])=[C:4]([CH3:15])[CH:3]=1.C(=O)([O-])[O-].[K+].[K+].Br[CH2:23][CH3:24]. Given the product [CH3:14][C:9]1[N:8]([C:5]2[CH:6]=[CH:7][C:2]([O:1][CH2:23][CH3:24])=[CH:3][C:4]=2[CH3:15])[C:12]([CH3:13])=[CH:11][CH:10]=1, predict the reactants needed to synthesize it. (4) Given the product [C:11]1([C:2]2[CH2:9][CH:8]3[CH:4]([CH:3]=2)[CH2:5][C:6](=[O:10])[CH2:7]3)[CH:12]=[CH:13][CH:14]=[CH:15][CH:16]=1, predict the reactants needed to synthesize it. The reactants are: O[C:2]1([C:11]2[CH:16]=[CH:15][CH:14]=[CH:13][CH:12]=2)[CH2:9][CH:8]2[CH:4]([CH2:5][C:6](=[O:10])[CH2:7]2)[CH2:3]1. (5) Given the product [C:18]([NH:21][CH:22]([CH2:23][C:24]1[CH:29]=[CH:28][C:27]([N:30]([C:53](=[O:64])[C:54]([O:56][CH2:57][C:58]2[CH:63]=[CH:62][CH:61]=[CH:60][CH:59]=2)=[O:55])[C:31]2[CH:36]=[CH:35][CH:34]=[CH:33][C:32]=2[C:37]([O:39][CH:40]([C:41]2[CH:42]=[CH:43][CH:44]=[CH:45][CH:46]=2)[C:47]2[CH:52]=[CH:51][CH:50]=[CH:49][CH:48]=2)=[O:38])=[C:26]([CH2:65][CH3:66])[CH:25]=1)[C:67]([NH:75][CH2:79][CH2:2][CH2:3][CH2:4][CH2:5][O:6][C:7]1[CH:16]=[CH:15][CH:14]=[C:13]([OH:17])[C:8]=1[C:9]([O:11][CH3:12])=[O:10])=[O:69])(=[O:20])[CH3:19], predict the reactants needed to synthesize it. The reactants are: N[CH2:2][CH2:3][CH2:4][CH2:5][O:6][C:7]1[CH:16]=[CH:15][CH:14]=[C:13]([OH:17])[C:8]=1[C:9]([O:11][CH3:12])=[O:10].[C:18]([NH:21][C@H:22]([C:67]([OH:69])=O)[CH2:23][C:24]1[CH:29]=[CH:28][C:27]([N:30]([C:53](=[O:64])[C:54]([O:56][CH2:57][C:58]2[CH:63]=[CH:62][CH:61]=[CH:60][CH:59]=2)=[O:55])[C:31]2[CH:36]=[CH:35][CH:34]=[CH:33][C:32]=2[C:37]([O:39][CH:40]([C:47]2[CH:52]=[CH:51][CH:50]=[CH:49][CH:48]=2)[C:41]2[CH:46]=[CH:45][CH:44]=[CH:43][CH:42]=2)=[O:38])=[C:26]([CH2:65][CH3:66])[CH:25]=1)(=[O:20])[CH3:19].F[B-](F)(F)F.[N:75]1(OC(N(C)C)=[N+](C)C)[C:79]2C=CC=CC=2N=N1.C(N(C(C)C)CC)(C)C. (6) Given the product [C:1]([O:5][C:6]([N:8]1[CH2:12][CH2:11][C@@H:10]([NH:13][C:21]([C:18]2[CH:19]=[CH:20][N:15]=[CH:16][CH:17]=2)=[O:22])[CH2:9]1)=[O:7])([CH3:4])([CH3:2])[CH3:3], predict the reactants needed to synthesize it. The reactants are: [C:1]([O:5][C:6]([N:8]1[CH2:12][CH2:11][C@@H:10]([NH2:13])[CH2:9]1)=[O:7])([CH3:4])([CH3:3])[CH3:2].Cl.[N:15]1[CH:20]=[CH:19][C:18]([C:21](Cl)=[O:22])=[CH:17][CH:16]=1. (7) Given the product [C:8]([C:7]1[CH:23]=[CH:22][C:21](=[O:24])[N:2]2[CH:6]=[CH:5][NH:4][C:3]=12)(=[O:9])[C:10]1[CH:15]=[CH:14][CH:13]=[CH:12][CH:11]=1, predict the reactants needed to synthesize it. The reactants are: Cl.[NH:2]1[CH:6]=[CH:5][N:4]=[C:3]1[CH2:7][C:8]([C:10]1[CH:15]=[CH:14][CH:13]=[CH:12][CH:11]=1)=[O:9].C(=O)([O-])O.[Na+].[C:21](OC)(=[O:24])[C:22]#[CH:23].